This data is from NCI-60 drug combinations with 297,098 pairs across 59 cell lines. The task is: Regression. Given two drug SMILES strings and cell line genomic features, predict the synergy score measuring deviation from expected non-interaction effect. (1) Drug 1: C1C(C(OC1N2C=C(C(=O)NC2=O)F)CO)O. Drug 2: CCN(CC)CCCC(C)NC1=C2C=C(C=CC2=NC3=C1C=CC(=C3)Cl)OC. Cell line: A498. Synergy scores: CSS=14.9, Synergy_ZIP=-7.01, Synergy_Bliss=-2.49, Synergy_Loewe=-1.35, Synergy_HSA=-0.968. (2) Drug 1: CC1=C2C(C(=O)C3(C(CC4C(C3C(C(C2(C)C)(CC1OC(=O)C(C(C5=CC=CC=C5)NC(=O)OC(C)(C)C)O)O)OC(=O)C6=CC=CC=C6)(CO4)OC(=O)C)OC)C)OC. Drug 2: C(CC(=O)O)C(=O)CN.Cl. Cell line: OVCAR-5. Synergy scores: CSS=43.8, Synergy_ZIP=5.08, Synergy_Bliss=2.72, Synergy_Loewe=-8.81, Synergy_HSA=4.90. (3) Drug 1: CS(=O)(=O)OCCCCOS(=O)(=O)C. Drug 2: CC12CCC3C(C1CCC2OP(=O)(O)O)CCC4=C3C=CC(=C4)OC(=O)N(CCCl)CCCl.[Na+]. Cell line: SW-620. Synergy scores: CSS=7.33, Synergy_ZIP=-3.40, Synergy_Bliss=-0.312, Synergy_Loewe=-2.79, Synergy_HSA=-1.68. (4) Drug 1: CCN(CC)CCCC(C)NC1=C2C=C(C=CC2=NC3=C1C=CC(=C3)Cl)OC. Drug 2: C(CN)CNCCSP(=O)(O)O. Cell line: MOLT-4. Synergy scores: CSS=20.0, Synergy_ZIP=0.496, Synergy_Bliss=-0.723, Synergy_Loewe=-27.2, Synergy_HSA=-2.09. (5) Drug 1: C1=CC=C(C=C1)NC(=O)CCCCCCC(=O)NO. Synergy scores: CSS=38.1, Synergy_ZIP=-3.04, Synergy_Bliss=-0.384, Synergy_Loewe=-9.22, Synergy_HSA=-1.42. Drug 2: CC1=C(C(=O)C2=C(C1=O)N3CC4C(C3(C2COC(=O)N)OC)N4)N. Cell line: U251. (6) Drug 1: CC(CN1CC(=O)NC(=O)C1)N2CC(=O)NC(=O)C2. Drug 2: N.N.Cl[Pt+2]Cl. Cell line: NCI-H322M. Synergy scores: CSS=3.18, Synergy_ZIP=-0.0306, Synergy_Bliss=2.24, Synergy_Loewe=1.00, Synergy_HSA=1.27.